From a dataset of Forward reaction prediction with 1.9M reactions from USPTO patents (1976-2016). Predict the product of the given reaction. (1) Given the reactants [CH2:1]([NH:5][C:6]1[N:14]=[C:13]2[C:9]([N:10]=[C:11]([O:25][CH3:26])[N:12]2[CH2:15][CH2:16][CH2:17][N:18]2[CH2:23][CH2:22][N:21]([CH3:24])[CH2:20][CH2:19]2)=[C:8]([NH2:27])[N:7]=1)[CH2:2][CH2:3][CH3:4].[CH2:28](NC1N=C2C(N=C(OC)N2CCCCl)=C(N)N=1)[CH2:29]CC.C(N1CCNCC1)CC, predict the reaction product. The product is: [CH2:1]([NH:5][C:6]1[N:14]=[C:13]2[C:9]([N:10]=[C:11]([O:25][CH3:26])[N:12]2[CH2:15][CH2:16][CH2:17][N:18]2[CH2:19][CH2:20][N:21]([CH2:24][CH2:28][CH3:29])[CH2:22][CH2:23]2)=[C:8]([NH2:27])[N:7]=1)[CH2:2][CH2:3][CH3:4]. (2) Given the reactants BrC1C=CC(C(O)=O)=CC=1.C([Li])CCC.O1CC(=O)C1.Cl.[OH:22][C:23]1([C:27]2[CH:35]=[CH:34][C:30]([C:31]([OH:33])=[O:32])=[CH:29][CH:28]=2)[CH2:26][O:25][CH2:24]1.C(O)(=O)C1C=CC=CC=1, predict the reaction product. The product is: [OH:22][C:23]1([C:27]2[CH:28]=[CH:29][C:30]([C:31]([OH:33])=[O:32])=[CH:34][CH:35]=2)[CH2:26][O:25][CH2:24]1. (3) Given the reactants [C:1]([C:3]1[CH:18]=[CH:17][C:6]([CH:7]=[C:8]([C:14](=O)[CH3:15])[C:9]([O:11][CH2:12][CH3:13])=[O:10])=[CH:5][CH:4]=1)#[N:2].S(O)(O)(=O)=O.[NH:24]1[CH:28]=[CH:27][N:26]=[C:25]1[NH2:29].C(=O)(O)[O-].[Na+], predict the reaction product. The product is: [C:1]([C:3]1[CH:18]=[CH:17][C:6]([CH:7]2[N:24]3[CH:28]=[CH:27][N:26]=[C:25]3[NH:29][C:14]([CH3:15])=[C:8]2[C:9]([O:11][CH2:12][CH3:13])=[O:10])=[CH:5][CH:4]=1)#[N:2]. (4) Given the reactants [C:1]1([C@@H:7]2[CH2:9][C@H:8]2[C:10]([OH:12])=O)[CH:6]=[CH:5][CH:4]=[CH:3][CH:2]=1.O=C1N(P(Cl)(N2CCOC2=O)=O)CCO1.C(N(CC)CC)C.[Br:35][C:36]1[C:37]([F:46])=[C:38]2[C:44]([NH2:45])=[CH:43][NH:42][C:39]2=[N:40][CH:41]=1.C([O-])([O-])=O.[Na+].[Na+], predict the reaction product. The product is: [Br:35][C:36]1[C:37]([F:46])=[C:38]2[C:44]([NH:45][C:10]([C@@H:8]3[CH2:9][C@H:7]3[C:1]3[CH:2]=[CH:3][CH:4]=[CH:5][CH:6]=3)=[O:12])=[CH:43][NH:42][C:39]2=[N:40][CH:41]=1. (5) Given the reactants S(Cl)(Cl)=O.[O:5]=[C:6]1[NH:10][C:9](=[O:11])[CH:8]([CH2:12][C:13]2[CH:23]=[CH:22][C:16]([O:17][CH2:18][C:19]([OH:21])=O)=[CH:15][CH:14]=2)[S:7]1.[NH2:24][C:25]1[CH:30]=[CH:29][C:28]([O:31][CH3:32])=[CH:27][C:26]=1[N:33]([CH3:41])[C:34](=[O:40])[O:35][C:36]([CH3:39])([CH3:38])[CH3:37].C(N(CC)CC)C.C(=O)(O)[O-].[Na+].Cl, predict the reaction product. The product is: [O:5]=[C:6]1[NH:10][C:9](=[O:11])[CH:8]([CH2:12][C:13]2[CH:14]=[CH:15][C:16]([O:17][CH2:18][C:19]([NH:24][C:25]3[CH:30]=[CH:29][C:28]([O:31][CH3:32])=[CH:27][C:26]=3[N:33]([CH3:41])[C:34](=[O:40])[O:35][C:36]([CH3:37])([CH3:39])[CH3:38])=[O:21])=[CH:22][CH:23]=2)[S:7]1. (6) Given the reactants [H-].[Al+3].[Li+].[H-].[H-].[H-].O1CCCC1.[CH3:12][N:13]1[CH2:18][CH2:17][CH:16]([C:19]2[CH:24]=[CH:23][CH:22]=[CH:21][C:20]=2[CH3:25])[CH:15]([C:26](OC)=[O:27])[CH2:14]1.[OH-].[Na+], predict the reaction product. The product is: [CH3:12][N:13]1[CH2:18][CH2:17][CH:16]([C:19]2[CH:24]=[CH:23][CH:22]=[CH:21][C:20]=2[CH3:25])[CH:15]([CH2:26][OH:27])[CH2:14]1.